From a dataset of Drug-target binding data from BindingDB using IC50 measurements. Regression. Given a target protein amino acid sequence and a drug SMILES string, predict the binding affinity score between them. We predict pIC50 (pIC50 = -log10(IC50 in M); higher means more potent). Dataset: bindingdb_ic50. (1) The small molecule is COc1ncc(-c2cc(NC(=O)c3ccnc(C(C)(C)F)c3)cnc2C)cc1C1(F)COC1. The target protein sequence is LQKSPGPQRERKSSSSSEDRNRMKTLGRRDSSDDWEIPDGQITVGQRIGSGSFGTVYKGKWHGDVAVKMLNVTAPTPQQLQAFKNEVGVLRKTRHVNILLFMGYSTKPQLAIVTQWCEGSSLYHHLHIIETKFEMIKLIDIARQTAQGMDYLHAKSIIHRDLKSNNIFLHEDLTVKIGDFGLATEKSRWSGSHQFEQLSGSILWMAPEVIRMQDKNPYSFQSDVYAFGIVLYELMTGQLPYSNINNRDQIIFMVGRGYLSPDLSKVRSNCPKAMKRLMAECLKKKRDERPLFPQILASIELLARSLPKIHRSASEPSLNRAGFQTEDFSLYACASPKTPIQAGGYGAFPVH. The pIC50 is 5.4. (2) The drug is CC1=NC(=O)N[C@@H](c2ccc(C(F)(F)F)cc2)C1C(=O)OC1CCCC1. The target protein (Q6P1M0) has sequence MLLGASLVGVLLFSKLVLKLPWTQVGFSLLFLYLGSGGWRFIRVFIKTIRRDIFGGLVLLKVKAKVRQCLQERRTVPILFASTVRRHPDKTALIFEGTDTHWTFRQLDEYSSSVANFLQARGLASGDVAAIFMENRNEFVGLWLGMAKLGVEAALINTNLRRDALLHCLTTSRARALVFGSEMASAICEVHASLDPSLSLFCSGSWEPGAVPPSTEHLDPLLKDAPKHLPSCPDKGFTDKLFYIYTSGTTGLPKAAIVVHSRYYRMAALVYYGFRMRPNDIVYDCLPLYHSAGNIVGIGQCLLHGMTVVIRKKFSASRFWDDCIKYNCTIVQYIGELCRYLLNQPPREAENQHQVRMALGNGLRQSIWTNFSSRFHIPQVAEFYGATECNCSLGNFDSQVGACGFNSRILSFVYPIRLVRVNEDTMELIRGPDGVCIPCQPGEPGQLVGRIIQKDPLRRFDGYLNQGANNKKIAKDVFKKGDQAYLTGDVLVMDELGYLY.... The pIC50 is 6.2. (3) The small molecule is CC[C@H](C)[C@H](NC(=O)[C@H](C)NC(=O)[C@H](CC(=O)O)NC(=O)[C@H](C)NC(=O)[C@@H](N)Cc1ccc(O)cc1)C(=O)N[C@@H](Cc1ccccc1)C(=O)N[C@H](C(=O)N[C@@H](CC(N)=O)C(=O)N[C@@H](CO)C(=O)N[C@@H](Cc1ccc(O)cc1)C(=O)N[C@@H](CCCNC(=N)N)C(=O)N[C@@H](CCCCN)C(=O)N[C@H](C(=O)N[C@@H](CC(C)C)C(=O)N[C@@H](CCC(N)=O)C(=O)N[C@@H](CC(C)C)C(=O)N[C@@H](CO)C(=O)N[C@@H](C)C(=O)N[C@@H](CCCNC(=N)N)C(=O)N[C@@H](CCCCN)C(=O)N[C@@H](CC(C)C)C(=O)N[C@@H](CC(C)C)C(=O)N[C@@H](CCC(N)=O)C(=O)N[C@@H](CC(=O)O)C(=O)N[C@H](C(=O)N[C@@H](CCSC)C(=O)N[C@@H](CO)C(=O)N[C@@H](CCCNC(=N)N)C(N)=O)[C@@H](C)CC)C(C)C)[C@@H](C)O. The target protein (Q02644) has sequence MDSLLWATWVLCLLNLWGVALGHLHLECDFITQLRDDELACLQAAEGTNNSSMGCPGTWDGLLCWPPTGSGQWVSLPCPEFFSHFGSDPGAVKRDCTITGWSDPFPPYPVACPVPLELLTEEKSYFSTVKIIYTTGHSISIVALCVAIAILVALRRLHCPRNYIHTQLFATFILKASAVFLKDAAVFQGDSTDHCSMSTILCKVSVAVSHFATMTNFSWLLAEAVYLSCLLASTSPRSKPAFWWLVLAGWGLPVLCTGTWVGCKLAFEDTACWDLDDSSPYWWIIKGPIVLSVGVNFGLFLNIICILLRKLGPAQGGLHTRAQYCNYLLPWSCPLPQVPRERTDLGPSSHEITVQESGTRNCQLPWRLSKSTLLLIPLFGIHYIIFNFLPDSAGLGIRLPLELGLGSFQGFVVAVLYCFLNQEVRTEISRKWYGHDPELLPARRTCTEWTTPPRSRVKVLTSEC. The pIC50 is 6.0. (4) The drug is O=C(Nc1c(F)cccc1Oc1ccc(C(=O)O)c(C(=O)O)c1)c1cccc([N+](=O)[O-])c1. The target protein (P11217) has sequence MSRPLSDQEKRKQISVRGLAGVENVTELKKNFNRHLHFTLVKDRNVATPRDYYFALAHTVRDHLVGRWIRTQQHYYEKDPKRIYYLSLEFYMGRTLQNTMVNLALENACDEATYQLGLDMEELEEIEEDAGLGNGGLGRLAACFLDSMATLGLAAYGYGIRYEFGIFNQKISGGWQMEEADDWLRYGNPWEKARPEFTLPVHFYGHVEHTSQGAKWVDTQVVLAMPYDTPVPGYRNNVVNTMRLWSAKAPNDFNLKDFNVGGYIQAVLDRNLAENISRVLYPNDNFFEGKELRLKQEYFVVAATLQDIIRRFKSSKFGCRDPVRTNFDAFPDKVAIQLNDTHPSLAIPELMRILVDLERMDWDKAWDVTVRTCAYTNHTVLPEALERWPVHLLETLLPRHLQIIYEINQRFLNRVAAAFPGDVDRLRRMSLVEEGAVKRINMAHLCIAGSHAVNGVARIHSEILKKTIFKDFYELEPHKFQNKTNGITPRRWLVLCNPGL.... The pIC50 is 5.7.